Dataset: Catalyst prediction with 721,799 reactions and 888 catalyst types from USPTO. Task: Predict which catalyst facilitates the given reaction. (1) Reactant: [Si:1]([O:8][CH2:9][CH2:10][C:11]1[CH:16]=[CH:15][C:14]([Cl:17])=[CH:13][C:12]=1[C:18]([C:20]1[CH:24]=[C:23]([CH:25]2[O:29][CH2:28][CH2:27][O:26]2)[S:22][C:21]=1[CH3:30])=[O:19])([C:4]([CH3:7])([CH3:6])[CH3:5])([CH3:3])[CH3:2].C1(C)C=CC=CC=1. Product: [Si:1]([O:8][CH2:9][CH2:10][C:11]1[CH:16]=[CH:15][C:14]([Cl:17])=[CH:13][C:12]=1[C@H:18]([C:20]1[CH:24]=[C:23]([CH:25]2[O:29][CH2:28][CH2:27][O:26]2)[S:22][C:21]=1[CH3:30])[OH:19])([C:4]([CH3:7])([CH3:6])[CH3:5])([CH3:2])[CH3:3]. The catalyst class is: 1. (2) Reactant: [BrH:1].[CH2:2]([C:4]1[CH:10]=[CH:9][CH:8]=[C:7]([CH2:11][CH3:12])[C:5]=1N)[CH3:3].N([O-])=O.[Na+].O.O.O.O.O.O.O.O.O.O.C(=O)([O-])[O-].[Na+].[Na+]. Product: [Br:1][C:5]1[C:4]([CH2:2][CH3:3])=[CH:10][CH:9]=[CH:8][C:7]=1[CH2:11][CH3:12]. The catalyst class is: 581. (3) The catalyst class is: 3. Reactant: CC1C=C(C)C=C(C)C=1S([O-])(=O)=O.[NH2:14][N+:15]1[CH:20]=[C:19]([CH2:21][OH:22])[CH:18]=[CH:17][C:16]=1[O:23][CH3:24].[CH2:25]([O:27][C:28](=[O:39])[C:29]#[C:30][CH2:31][O:32][CH:33]1[CH2:38][CH2:37][CH2:36][CH2:35][O:34]1)[CH3:26].C(=O)([O-])[O-].[K+].[K+].O. Product: [CH2:25]([O:27][C:28]([C:29]1[C:30]([CH2:31][O:32][CH:33]2[CH2:38][CH2:37][CH2:36][CH2:35][O:34]2)=[N:14][N:15]2[C:16]([O:23][CH3:24])=[CH:17][CH:18]=[C:19]([CH2:21][OH:22])[C:20]=12)=[O:39])[CH3:26]. (4) Reactant: [CH:1]1([CH:5]2[C:14]3[C:9](=[CH:10][CH:11]=[CH:12][CH:13]=3)[N:8]([CH2:15][C:16]([NH2:18])=O)[CH2:7][CH2:6]2)[CH2:4][CH2:3][CH2:2]1.B.C1COCC1.CO. Product: [CH:1]1([CH:5]2[C:14]3[C:9](=[CH:10][CH:11]=[CH:12][CH:13]=3)[N:8]([CH2:15][CH2:16][NH2:18])[CH2:7][CH2:6]2)[CH2:2][CH2:3][CH2:4]1. The catalyst class is: 1. (5) Reactant: [CH2:1]1N2CN3CN(C2)CN1C3.[F:11][C:12]1[C:17]([F:18])=[CH:16][CH:15]=[C:14]([F:19])[C:13]=1[OH:20].[OH2:21].OS(O)(=O)=O. Product: [F:18][C:17]1[C:12]([F:11])=[C:13]([OH:20])[C:14]([F:19])=[CH:15][C:16]=1[CH:1]=[O:21]. The catalyst class is: 67. (6) Reactant: [Si:1]([O:18][CH:19]([CH3:22])[C:20]#[N:21])([C:14]([CH3:17])([CH3:16])[CH3:15])([C:8]1[CH:13]=[CH:12][CH:11]=[CH:10][CH:9]=1)[C:2]1[CH:7]=[CH:6][CH:5]=[CH:4][CH:3]=1.[NH2:23][OH:24].Cl.C([O-])(O)=O.[Na+]. Product: [Si:1]([O:18][CH:19]([CH3:22])[C:20](=[N:23][OH:24])[NH2:21])([C:14]([CH3:16])([CH3:17])[CH3:15])([C:8]1[CH:9]=[CH:10][CH:11]=[CH:12][CH:13]=1)[C:2]1[CH:3]=[CH:4][CH:5]=[CH:6][CH:7]=1. The catalyst class is: 5. (7) Reactant: [Br:1][C:2]1[CH:11]=[C:10]2[C:5]([CH:6]=[CH:7][N:8]=[CH:9]2)=[CH:4][C:3]=1[OH:12].Cl[C:14]1[C:23]2[C:18](=[CH:19][C:20]([O:26][CH3:27])=[C:21]([O:24][CH3:25])[CH:22]=2)[N:17]=[CH:16][CH:15]=1.O. Product: [Br:1][C:2]1[CH:11]=[C:10]2[C:5]([CH:6]=[CH:7][N:8]=[CH:9]2)=[CH:4][C:3]=1[O:12][C:14]1[C:23]2[C:18](=[CH:19][C:20]([O:26][CH3:27])=[C:21]([O:24][CH3:25])[CH:22]=2)[N:17]=[CH:16][CH:15]=1. The catalyst class is: 420.